Dataset: Forward reaction prediction with 1.9M reactions from USPTO patents (1976-2016). Task: Predict the product of the given reaction. (1) Given the reactants Cl[C:2]1[N:7]=[C:6]([NH:8][CH:9]([C:11]2[CH:16]=[CH:15][C:14]([F:17])=[CH:13][CH:12]=2)[CH3:10])[CH:5]=[N:4][CH:3]=1.[F:18][C:19]1[C:24]([CH:25]=[O:26])=[CH:23][CH:22]=[CH:21][C:20]=1B(O)O.C(=O)([O-])[O-].[Cs+].[Cs+].O, predict the reaction product. The product is: [F:18][C:19]1[C:20]([C:2]2[CH:3]=[N:4][CH:5]=[C:6]([NH:8][CH:9]([C:11]3[CH:16]=[CH:15][C:14]([F:17])=[CH:13][CH:12]=3)[CH3:10])[N:7]=2)=[CH:21][CH:22]=[CH:23][C:24]=1[CH:25]=[O:26]. (2) Given the reactants [F:1][C:2]1[CH:3]=[C:4]2[C:8](=[CH:9][CH:10]=1)[NH:7][CH:6]=[CH:5]2.CC(C)([O-])C.[K+].[NH2:17]Cl, predict the reaction product. The product is: [F:1][C:2]1[CH:3]=[C:4]2[C:8](=[CH:9][CH:10]=1)[N:7]([NH2:17])[CH:6]=[CH:5]2.